From a dataset of Full USPTO retrosynthesis dataset with 1.9M reactions from patents (1976-2016). Predict the reactants needed to synthesize the given product. (1) The reactants are: [CH3:1][N:2]1[C:6]([C:7]2[CH:15]=[CH:14][C:10]([C:11](O)=[O:12])=[CH:9][CH:8]=2)=[C:5]([NH:16][C:17]([O:19][C@@H:20]([C:22]2[CH:27]=[CH:26][CH:25]=[CH:24][CH:23]=2)[CH3:21])=[O:18])[C:4]([CH3:28])=[N:3]1.Cl.C[O:31][C:32](=[O:43])[C@H:33]([NH2:42])[CH2:34][C:35]1[CH:40]=[CH:39][C:38]([Cl:41])=[CH:37][CH:36]=1. Given the product [Cl:41][C:38]1[CH:39]=[CH:40][C:35]([CH2:34][C@@H:33]([NH:42][C:11](=[O:12])[C:10]2[CH:14]=[CH:15][C:7]([C:6]3[N:2]([CH3:1])[N:3]=[C:4]([CH3:28])[C:5]=3[NH:16][C:17]([O:19][C@@H:20]([C:22]3[CH:27]=[CH:26][CH:25]=[CH:24][CH:23]=3)[CH3:21])=[O:18])=[CH:8][CH:9]=2)[C:32]([OH:31])=[O:43])=[CH:36][CH:37]=1, predict the reactants needed to synthesize it. (2) Given the product [Cl:37][C:33]1[N:32]=[C:31]([NH:1][CH2:2][C:3]2[CH:4]=[CH:5][C:6]([NH:9][C:10](=[O:18])[C:11]3[CH:16]=[CH:15][C:14]([CH3:17])=[N:13][CH:12]=3)=[CH:7][CH:8]=2)[C:30]2[C:35](=[CH:36][C:27]([CH3:26])=[CH:28][CH:29]=2)[N:34]=1, predict the reactants needed to synthesize it. The reactants are: [NH2:1][CH2:2][C:3]1[CH:8]=[CH:7][C:6]([NH:9][C:10](=[O:18])[C:11]2[CH:16]=[CH:15][C:14]([CH3:17])=[N:13][CH:12]=2)=[CH:5][CH:4]=1.C(N(CC)CC)C.[CH3:26][C:27]1[CH:36]=[C:35]2[C:30]([C:31](Cl)=[N:32][C:33]([Cl:37])=[N:34]2)=[CH:29][CH:28]=1.